From a dataset of Reaction yield outcomes from USPTO patents with 853,638 reactions. Predict the reaction yield, written as a fraction of the theoretical maximum amount of product (1.0 means a 100% yield; for example, 0.34 means a 34% yield). The reactants are C([O:8][C:9](=[O:39])[CH:10]([N:22]1[CH:26]=[CH:25][N:24]([C:27]2[CH:32]=[CH:31][C:30]([C:33]3[CH:38]=[CH:37][CH:36]=[CH:35][CH:34]=3)=[CH:29][CH:28]=2)[CH2:23]1)[CH2:11][C:12]([O:14][CH2:15][C:16]1[CH:21]=[CH:20][CH:19]=[CH:18][CH:17]=1)=[O:13])C1C=CC=CC=1. The catalyst is O. The product is [CH2:15]([O:14][C:12](=[O:13])[CH2:11][CH:10]([N:22]1[CH:26]=[CH:25][N:24]([C:27]2[CH:28]=[CH:29][C:30]([C:33]3[CH:34]=[CH:35][CH:36]=[CH:37][CH:38]=3)=[CH:31][CH:32]=2)[CH2:23]1)[C:9]([OH:39])=[O:8])[C:16]1[CH:21]=[CH:20][CH:19]=[CH:18][CH:17]=1. The yield is 0.960.